This data is from Forward reaction prediction with 1.9M reactions from USPTO patents (1976-2016). The task is: Predict the product of the given reaction. The product is: [CH:9]12[NH:8][CH:13]([CH2:14][C:15](=[O:17])[CH2:16]1)[CH2:12][O:11][CH2:10]2. Given the reactants C([N:8]1[CH:13]2[CH2:14][C:15](=[O:17])[CH2:16][CH:9]1[CH2:10][O:11][CH2:12]2)C1C=CC=CC=1, predict the reaction product.